This data is from Catalyst prediction with 721,799 reactions and 888 catalyst types from USPTO. The task is: Predict which catalyst facilitates the given reaction. (1) Reactant: [CH3:46][S:43]([C:35]1[CH:34]=[C:33]([C:30]2[N:31]=[CH:32][N:28](/[CH:27]=[CH:26]\[C:25](O[C:25](=[O:47])/[CH:26]=[CH:27]\[N:28]3[CH:32]=[N:31][C:30]([C:33]4[CH:38]=[C:37]([C:39]([F:42])([F:41])[F:40])[CH:36]=[C:35]([S:43]([CH3:46])(=[O:45])=[O:44])[CH:34]=4)=[N:29]3)=[O:47])[N:29]=2)[CH:38]=[C:37]([C:39]([F:40])([F:42])[F:41])[CH:36]=1)(=[O:44])=[O:45].O.[NH2:49][NH2:50].CO.ClCCl. Product: [CH3:46][S:43]([C:35]1[CH:34]=[C:33]([C:30]2[N:31]=[CH:32][N:28](/[CH:27]=[CH:26]\[C:25]([NH:49][NH2:50])=[O:47])[N:29]=2)[CH:38]=[C:37]([C:39]([F:41])([F:42])[F:40])[CH:36]=1)(=[O:44])=[O:45]. The catalyst class is: 6. (2) Reactant: [CH2:1]([N:3]1[C:12]2[C:7](=[N:8][CH:9]=[C:10]([C:13]3[CH:18]=[CH:17][C:16]([C:19]4[N:23](C5CCCCO5)[CH:22]=[N:21][N:20]=4)=[CH:15][CH:14]=3)[N:11]=2)[NH:6][C:5](=[O:30])[CH2:4]1)[CH3:2].[ClH:31]. Product: [ClH:31].[N:21]1[N:20]=[C:19]([C:16]2[CH:17]=[CH:18][C:13]([C:10]3[N:11]=[C:12]4[N:3]([CH2:1][CH3:2])[CH2:4][C:5](=[O:30])[NH:6][C:7]4=[N:8][CH:9]=3)=[CH:14][CH:15]=2)[NH:23][CH:22]=1. The catalyst class is: 714. (3) Reactant: [N+:1]([C:4]1[CH:9]=[CH:8][C:7]([CH2:10][C:11]([OH:13])=[O:12])=[CH:6][C:5]=1[CH2:14][C:15]([OH:17])=O)([O-])=O. Product: [O:17]=[C:15]1[CH2:14][C:5]2[C:4](=[CH:9][CH:8]=[C:7]([CH2:10][C:11]([OH:13])=[O:12])[CH:6]=2)[NH:1]1. The catalyst class is: 180.